Predict the product of the given reaction. From a dataset of Forward reaction prediction with 1.9M reactions from USPTO patents (1976-2016). (1) Given the reactants [Mg].BrCCBr.Cl[CH2:7][CH2:8][CH2:9][N:10]([CH3:12])[CH3:11].[CH3:13][C:14]1[CH:15]=[CH:16][C:17]([C:20]#[N:21])=[N:18][CH:19]=1.[BH4-].[Na+].Cl.C(=O)([O-])O.[Na+], predict the reaction product. The product is: [CH3:11][N:10]([CH3:12])[CH2:9][CH2:8][CH2:7][CH:20]([C:17]1[CH:16]=[CH:15][C:14]([CH3:13])=[CH:19][N:18]=1)[NH2:21]. (2) Given the reactants [F:1][C:2]1[C:10]([I:11])=[C:9]2[C:5]([C:6](=O)[C:7](=[O:12])[NH:8]2)=[CH:4][CH:3]=1.Cl.[NH2:15][OH:16], predict the reaction product. The product is: [F:1][C:2]1[C:10]([I:11])=[C:9]2[C:5]([C:6](=[N:15][OH:16])[C:7](=[O:12])[NH:8]2)=[CH:4][CH:3]=1. (3) The product is: [C:10]([NH:9][C:5]1[N:6]=[C:7]([C:14]([OH:15])=[O:17])[C:2]([Br:1])=[CH:3][CH:4]=1)(=[O:12])[CH3:11]. Given the reactants [Br:1][C:2]1[CH:3]=[CH:4][C:5]([NH:9][C:10](=[O:12])[CH3:11])=[N:6][C:7]=1C.O.[C:14](=[O:17])([O-])[O-:15].[K+].[K+].[Mn]([O-])(=O)(=O)=O.[K+], predict the reaction product. (4) Given the reactants [OH:1][C:2]1[C:7]([NH:8]/[N:9]=[C:10]2/[C:11]([CH3:26])=[N:12][N:13]([C:16]3[CH:25]=[CH:24][C:23]4[CH2:22][CH2:21][CH2:20][CH2:19][C:18]=4[CH:17]=3)[C:14]/2=[O:15])=[CH:6][CH:5]=[CH:4][C:3]=1[C:27]1[O:31][C:30]([C:32]([OH:34])=[O:33])=[CH:29][CH:28]=1.[OH-].[Na+:36], predict the reaction product. The product is: [Na+:36].[Na+:36].[OH:1][C:2]1[C:7]([NH:8]/[N:9]=[C:10]2/[C:11]([CH3:26])=[N:12][N:13]([C:16]3[CH:25]=[CH:24][C:23]4[CH2:22][CH2:21][CH2:20][CH2:19][C:18]=4[CH:17]=3)[C:14]/2=[O:15])=[CH:6][CH:5]=[CH:4][C:3]=1[C:27]1[O:31][C:30]([C:32]([O-:34])=[O:33])=[CH:29][CH:28]=1.[OH:1][C:2]1[C:7]([NH:8]/[N:9]=[C:10]2/[C:11]([CH3:26])=[N:12][N:13]([C:16]3[CH:25]=[CH:24][C:23]4[CH2:22][CH2:21][CH2:20][CH2:19][C:18]=4[CH:17]=3)[C:14]/2=[O:15])=[CH:6][CH:5]=[CH:4][C:3]=1[C:27]1[O:31][C:30]([C:32]([O-:34])=[O:33])=[CH:29][CH:28]=1. (5) Given the reactants C(N(CC)CC)C.[Cl:8][C:9]1[C:14]([N+:15]([O-:17])=[O:16])=[C:13](Cl)[C:12]([CH3:19])=[C:11]([CH3:20])[N:10]=1.[NH2:21][CH2:22][CH2:23][CH2:24][CH2:25][OH:26], predict the reaction product. The product is: [Cl:8][C:9]1[C:14]([N+:15]([O-:17])=[O:16])=[C:13]([NH:21][CH2:22][CH2:23][CH2:24][CH2:25][OH:26])[C:12]([CH3:19])=[C:11]([CH3:20])[N:10]=1. (6) Given the reactants [C:1]([O:9][C@@H:10]1[CH2:15][C@@H:14]([CH2:16][CH3:17])[O:13][C@@:12]([O:33]C)([C@@H:18]2[CH2:22][S:21][C:20](=[O:23])[N:19]2CC2C=CC(OC)=CC=2)[CH2:11]1)(=[O:8])[C:2]1[CH:7]=[CH:6][CH:5]=[CH:4][CH:3]=1.CO[C@]1([C@@H]2CSC(=O)N2CC2C=CC(OC)=CC=2)C[C@H]2C[C@@H](CCCC=CCCC(C)=CC(=O)O2)O1, predict the reaction product. The product is: [C:1]([O:9][C@@H:10]1[CH2:15][C@@H:14]([CH2:16][CH3:17])[O:13][C@@:12]([OH:33])([C@@H:18]2[CH2:22][S:21][C:20](=[O:23])[NH:19]2)[CH2:11]1)(=[O:8])[C:2]1[CH:3]=[CH:4][CH:5]=[CH:6][CH:7]=1. (7) Given the reactants [N:1]1([NH:7][C:8](=[O:17])[C:9]2[CH:14]=[CH:13][C:12]([OH:15])=[C:11](Br)[CH:10]=2)[CH2:6][CH2:5][O:4][CH2:3][CH2:2]1.C1(P(C2C=CC=CC=2)C2C=CC=CC=2)C=CC=CC=1.C=O.[CH:39]#[N:40], predict the reaction product. The product is: [N:1]1([NH:7][C:8](=[O:17])[C:9]2[CH:14]=[CH:13][C:12]([OH:15])=[C:11]([C:39]#[N:40])[CH:10]=2)[CH2:6][CH2:5][O:4][CH2:3][CH2:2]1. (8) Given the reactants [CH3:1][NH2:2].CS(O[CH2:8][CH2:9][CH2:10][C:11]1[C:19]2[C:14](=[CH:15][CH:16]=[CH:17][C:18]=2[NH:20][C:21]2[C:29]3[C:24](=[CH:25][N:26]=[CH:27][CH:28]=3)[O:23][C:22]=2[C:30]2[N:35]=[CH:34][CH:33]=[CH:32][N:31]=2)[N:13](C(OC(C)(C)C)=O)[N:12]=1)(=O)=O, predict the reaction product. The product is: [CH3:1][NH:2][CH2:8][CH2:9][CH2:10][C:11]1[C:19]2[C:18]([NH:20][C:21]3[C:29]4[C:24](=[CH:25][N:26]=[CH:27][CH:28]=4)[O:23][C:22]=3[C:30]3[N:35]=[CH:34][CH:33]=[CH:32][N:31]=3)=[CH:17][CH:16]=[CH:15][C:14]=2[NH:13][N:12]=1. (9) Given the reactants [CH:18]1[CH:19]=[CH:14]C(P([C:14]2[CH:19]=[CH:18][CH:17]=[CH:16]C=2)[C:18]2[CH:19]=[CH:14]C=[CH:16][CH:17]=2)=[CH:16][CH:17]=1.[Br:20][C:21]1[CH:26]=[CH:25][CH:24]=[CH:23][C:22]=1I, predict the reaction product. The product is: [C:16]1([C:22]2[CH:23]=[CH:24][CH:25]=[CH:26][C:21]=2[Br:20])[CH2:17][CH2:18][CH2:19][CH:14]=1. (10) Given the reactants [C:1]([C:3]1[CH:60]=[CH:59][C:6]([CH2:7][O:8][C:9]2[CH:10]=[C:11]([CH:51]=[C:52]([CH2:54][CH2:55][CH2:56][O:57][CH3:58])[CH:53]=2)[CH2:12][N:13]([CH:48]2[CH2:50][CH2:49]2)[C:14]([C@@H:16]2[C@@H:21]([C:22]3[CH:27]=[CH:26][C:25]([O:28][CH2:29][CH2:30][O:31][C:32]4[C:37]([Cl:38])=[CH:36][C:35]([CH3:39])=[CH:34][C:33]=4[Cl:40])=[CH:24][CH:23]=3)[CH2:20][CH2:19][N:18]([C:41]([O:43][C:44]([CH3:47])([CH3:46])[CH3:45])=[O:42])[CH2:17]2)=[O:15])=[CH:5][CH:4]=1)#[N:2].[N:61]([Si](C)(C)C)=[N+:62]=[N-:63].C([Sn](=O)CCCC)CCC, predict the reaction product. The product is: [CH:48]1([N:13]([CH2:12][C:11]2[CH:10]=[C:9]([O:8][CH2:7][C:6]3[CH:59]=[CH:60][C:3]([C:1]4[NH:63][N:62]=[N:61][N:2]=4)=[CH:4][CH:5]=3)[CH:53]=[C:52]([CH2:54][CH2:55][CH2:56][O:57][CH3:58])[CH:51]=2)[C:14]([C@@H:16]2[C@@H:21]([C:22]3[CH:23]=[CH:24][C:25]([O:28][CH2:29][CH2:30][O:31][C:32]4[C:33]([Cl:40])=[CH:34][C:35]([CH3:39])=[CH:36][C:37]=4[Cl:38])=[CH:26][CH:27]=3)[CH2:20][CH2:19][N:18]([C:41]([O:43][C:44]([CH3:47])([CH3:46])[CH3:45])=[O:42])[CH2:17]2)=[O:15])[CH2:50][CH2:49]1.